From a dataset of Forward reaction prediction with 1.9M reactions from USPTO patents (1976-2016). Predict the product of the given reaction. (1) Given the reactants Cl[C:2]1[CH:3]=[CH:4][C:5]([C:14]([N:16]2[CH2:21][CH2:20][N:19]([C:22]3[C:27]([CH3:28])=[CH:26][C:25]([CH3:29])=[CH:24][N:23]=3)[CH2:18][CH2:17]2)=[O:15])=[C:6]([N:8]2[CH2:12][CH2:11][CH2:10][C:9]2=[O:13])[CH:7]=1.[O:30]1[CH2:34][CH2:33][NH:32][C:31]1=[O:35], predict the reaction product. The product is: [CH3:28][C:27]1[C:22]([N:19]2[CH2:20][CH2:21][N:16]([C:14]([C:5]3[CH:4]=[CH:3][C:2]([N:32]4[CH2:33][CH2:34][O:30][C:31]4=[O:35])=[CH:7][C:6]=3[N:8]3[CH2:12][CH2:11][CH2:10][C:9]3=[O:13])=[O:15])[CH2:17][CH2:18]2)=[N:23][CH:24]=[C:25]([CH3:29])[CH:26]=1. (2) Given the reactants CSC.[CH3:4][CH:5]1[CH2:9][CH2:8][CH2:7][N:6]1[CH2:10][CH2:11][CH2:12][O:13][C:14]1[CH:19]=[CH:18][C:17]([C:20]2[S:21][C:22]3[CH2:27][CH2:26][C:25](=O)[NH:24][C:23]=3[N:29]=2)=[CH:16][CH:15]=1.O.S(=O)(=O)(O)O, predict the reaction product. The product is: [CH3:4][CH:5]1[CH2:9][CH2:8][CH2:7][N:6]1[CH2:10][CH2:11][CH2:12][O:13][C:14]1[CH:19]=[CH:18][C:17]([C:20]2[S:21][C:22]3[CH2:27][CH2:26][CH2:25][NH:24][C:23]=3[N:29]=2)=[CH:16][CH:15]=1. (3) Given the reactants Br[C:2]1[CH:11]=[CH:10][C:9]([N+:12]([O-:14])=[O:13])=[CH:8][C:3]=1[C:4]([O:6][CH3:7])=[O:5].[CH:15]([C:17]1[CH:22]=[CH:21][CH:20]=[CH:19][C:18]=1B(O)O)=[O:16], predict the reaction product. The product is: [CH:15]([C:17]1[CH:22]=[CH:21][CH:20]=[CH:19][C:18]=1[C:2]1[CH:11]=[CH:10][C:9]([N+:12]([O-:14])=[O:13])=[CH:8][C:3]=1[C:4]([O:6][CH3:7])=[O:5])=[O:16]. (4) Given the reactants [Cl:1][C:2]1[CH:11]=[CH:10][C:9]2[CH2:8][N:7](C(OC(C)(C)C)=O)[CH2:6][CH2:5][C:4]=2[N:3]=1.[CH3:19][S:20][C:21]1[CH:26]=[CH:25][C:24](B(O)O)=[CH:23][CH:22]=1, predict the reaction product. The product is: [ClH:1].[ClH:1].[CH3:19][S:20][C:21]1[CH:26]=[CH:25][C:24]([C:2]2[CH:11]=[CH:10][C:9]3[CH2:8][NH:7][CH2:6][CH2:5][C:4]=3[N:3]=2)=[CH:23][CH:22]=1. (5) Given the reactants [F:1][C:2]1[CH:3]=[C:4]([NH:13][S:14]([C:17]2[CH:22]=[CH:21][C:20](B(O)O)=[CH:19][CH:18]=2)(=[O:16])=[O:15])[CH:5]=[C:6]([F:12])[C:7]=1[C:8]([O:10]C)=[O:9].Br[C:27]1[N:32]=[CH:31][CH:30]=[CH:29][N:28]=1.C(=O)([O-])[O-].[Na+].[Na+].[OH-].[Na+].Cl, predict the reaction product. The product is: [F:1][C:2]1[CH:3]=[C:4]([NH:13][S:14]([C:17]2[CH:22]=[CH:21][C:20]([C:27]3[N:32]=[CH:31][CH:30]=[CH:29][N:28]=3)=[CH:19][CH:18]=2)(=[O:16])=[O:15])[CH:5]=[C:6]([F:12])[C:7]=1[C:8]([OH:10])=[O:9]. (6) Given the reactants [CH2:1]([O:3][CH:4]([CH2:11][C:12]1[CH:17]=[CH:16][C:15]([OH:18])=[CH:14][CH:13]=1)[C:5]([O:7][CH:8]([CH3:10])[CH3:9])=[O:6])[CH3:2].C(#N)C, predict the reaction product. The product is: [CH2:1]([O:3][C@@H:4]([CH2:11][C:12]1[CH:13]=[CH:14][C:15]([OH:18])=[CH:16][CH:17]=1)[C:5]([OH:7])=[O:6])[CH3:2].[CH2:1]([O:3][C@H:4]([CH2:11][C:12]1[CH:17]=[CH:16][C:15]([OH:18])=[CH:14][CH:13]=1)[C:5]([O:7][CH:8]([CH3:10])[CH3:9])=[O:6])[CH3:2]. (7) The product is: [CH3:66][N:43]([CH3:42])[CH2:44][CH2:45][CH2:46][N:47]([CH2:48][CH2:49][CH2:50][CH2:51][CH2:52][CH2:53][CH2:54][CH2:55]/[CH:56]=[CH:57]\[CH2:58]/[CH:59]=[CH:60]\[CH2:61][CH2:62][CH2:63][CH2:64][CH3:65])[C:1](=[O:40])[O:2][CH:3]([CH2:22][CH2:23][CH2:24][CH2:25][CH2:26][CH2:27][CH2:28][CH2:29]/[CH:30]=[CH:31]\[CH2:32]/[CH:33]=[CH:34]\[CH2:35][CH2:36][CH2:37][CH2:38][CH3:39])[CH2:4][CH2:5][CH2:6][CH2:7][CH2:8][CH2:9][CH2:10][CH2:11]/[CH:12]=[CH:13]\[CH2:14]/[CH:15]=[CH:16]\[CH2:17][CH2:18][CH2:19][CH2:20][CH3:21]. Given the reactants [C:1](Cl)(=[O:40])[O:2][CH:3]([CH2:22][CH2:23][CH2:24][CH2:25][CH2:26][CH2:27][CH2:28][CH2:29]/[CH:30]=[CH:31]\[CH2:32]/[CH:33]=[CH:34]\[CH2:35][CH2:36][CH2:37][CH2:38][CH3:39])[CH2:4][CH2:5][CH2:6][CH2:7][CH2:8][CH2:9][CH2:10][CH2:11]/[CH:12]=[CH:13]\[CH2:14]/[CH:15]=[CH:16]\[CH2:17][CH2:18][CH2:19][CH2:20][CH3:21].[CH3:42][N:43]([CH3:66])[CH2:44][CH2:45][CH2:46][NH:47][CH2:48][CH2:49][CH2:50][CH2:51][CH2:52][CH2:53][CH2:54][CH2:55]/[CH:56]=[CH:57]\[CH2:58]/[CH:59]=[CH:60]\[CH2:61][CH2:62][CH2:63][CH2:64][CH3:65].C(N(CC)CC)C, predict the reaction product.